From a dataset of Forward reaction prediction with 1.9M reactions from USPTO patents (1976-2016). Predict the product of the given reaction. (1) Given the reactants [CH:1]1([CH:4]([OH:15])[CH2:5][O:6][CH2:7][CH:8]2[CH2:12][O:11]C(C)(C)[O:9]2)[CH2:3][CH2:2]1.Cl, predict the reaction product. The product is: [CH:1]1([CH:4]([OH:15])[CH2:5][O:6][CH2:7][CH:8]([OH:9])[CH2:12][OH:11])[CH2:2][CH2:3]1. (2) Given the reactants [NH2:1][C@H:2]([C:23]1[CH:28]=[CH:27][CH:26]=[CH:25][CH:24]=1)[CH2:3][CH2:4][N:5]1[CH2:10][CH2:9][CH:8]([C:11]2[CH:12]=[C:13]([NH:17][C:18](=[O:22])[CH:19]([CH3:21])[CH3:20])[CH:14]=[CH:15][CH:16]=2)[CH2:7][CH2:6]1.[CH3:29][O:30][C:31]1[CH:39]=[CH:38][CH:37]=[CH:36][C:32]=1[C:33](Cl)=[O:34], predict the reaction product. The product is: [C:18]([NH:17][C:13]1[CH:12]=[C:11]([CH:8]2[CH2:9][CH2:10][N:5]([CH2:4][CH2:3][C@H:2]([NH:1][C:33](=[O:34])[C:32]3[CH:36]=[CH:37][CH:38]=[CH:39][C:31]=3[O:30][CH3:29])[C:23]3[CH:24]=[CH:25][CH:26]=[CH:27][CH:28]=3)[CH2:6][CH2:7]2)[CH:16]=[CH:15][CH:14]=1)(=[O:22])[CH:19]([CH3:21])[CH3:20]. (3) Given the reactants [OH:1][C@@H:2]1[CH2:10][C:9]2[C:4](=[CH:5][CH:6]=[CH:7][CH:8]=2)[C@H:3]1[NH:11][C:12]1[C:13]2[N:14]([C:21]([CH3:25])=[C:22]([CH3:24])[N:23]=2)[CH:15]=[C:16]([C:18]([OH:20])=O)[CH:17]=1.F[B-](F)(F)F.[N:31]1(OC(N(C)C)=[N+](C)C)[C:35]2C=CC=CC=2N=N1.CN.C(=O)([O-])O.[Na+], predict the reaction product. The product is: [OH:1][C@@H:2]1[CH2:10][C:9]2[C:4](=[CH:5][CH:6]=[CH:7][CH:8]=2)[C@H:3]1[NH:11][C:12]1[C:13]2[N:14]([C:21]([CH3:25])=[C:22]([CH3:24])[N:23]=2)[CH:15]=[C:16]([C:18]([NH:31][CH3:35])=[O:20])[CH:17]=1. (4) Given the reactants [CH3:1][CH:2]([C:4]1[N:8]([CH2:9][CH2:10][C@@H:11]([OH:19])[CH2:12][C@@H:13]([OH:18])[CH2:14][C:15]([O-:17])=[O:16])[C:7]([C:20]2[CH:21]=[CH:22][C:23]([F:26])=[CH:24][CH:25]=2)=[C:6]([C:27]2[CH:28]=[CH:29][CH:30]=[CH:31][CH:32]=2)[C:5]=1[C:33]([NH:35][C:36]1[CH:37]=[CH:38][CH:39]=[CH:40][CH:41]=1)=[O:34])[CH3:3].[CH3:3][CH:2]([C:4]1[N:8]([CH2:9][CH2:10][C@@H:11]([OH:19])[CH2:12][C@@H:13]([OH:18])[CH2:14][C:15]([O-:17])=[O:16])[C:7]([C:20]2[CH:25]=[CH:24][C:23]([F:26])=[CH:22][CH:21]=2)=[C:6]([C:27]2[CH:32]=[CH:31][CH:30]=[CH:29][CH:28]=2)[C:5]=1[C:33]([NH:35][C:36]1[CH:41]=[CH:40][CH:39]=[CH:38][CH:37]=1)=[O:34])[CH3:1].[Ca+2].O, predict the reaction product. The product is: [CH3:3][CH:2]([C:4]1[N:8]([CH2:9][CH2:10][C@@H:11]([OH:19])[CH2:12][C@@H:13]([OH:18])[CH2:14][C:15]([OH:17])=[O:16])[C:7]([C:20]2[CH:25]=[CH:24][C:23]([F:26])=[CH:22][CH:21]=2)=[C:6]([C:27]2[CH:32]=[CH:31][CH:30]=[CH:29][CH:28]=2)[C:5]=1[C:33]([NH:35][C:36]1[CH:41]=[CH:40][CH:39]=[CH:38][CH:37]=1)=[O:34])[CH3:1]. (5) The product is: [NH2:36][C@@H:16]([CH2:15][C:12]1[CH:13]=[CH:14][C:9]([O:8][CH2:1][C:2]2[CH:3]=[CH:4][CH:5]=[CH:6][CH:7]=2)=[CH:10][C:11]=1[F:54])[C:17]([N:18]([CH2:27][CH:28]([O:32][CH2:33][CH3:34])[O:29][CH2:30][CH3:31])[CH2:19][C:20]1[CH:25]=[CH:24][CH:23]=[C:22]([F:26])[N:21]=1)=[O:35]. Given the reactants [CH2:1]([O:8][C:9]1[CH:14]=[CH:13][C:12]([CH2:15][C@H:16]([NH:36]C(=O)OCC2C3C=CC=CC=3C3C2=CC=CC=3)[C:17](=[O:35])[N:18]([CH2:27][CH:28]([O:32][CH2:33][CH3:34])[O:29][CH2:30][CH3:31])[CH2:19][C:20]2[CH:25]=[CH:24][CH:23]=[C:22]([F:26])[N:21]=2)=[C:11]([F:54])[CH:10]=1)[C:2]1[CH:7]=[CH:6][CH:5]=[CH:4][CH:3]=1.C1COCC1.C(NCC)C, predict the reaction product. (6) Given the reactants CON(C)[C:4]([C:6]1[CH:7]=[N:8][C:9]([C:12]2[CH:17]=[CH:16][CH:15]=[CH:14][CH:13]=2)=[N:10][CH:11]=1)=[O:5].[C:19](=O)=O.C[Mg]Cl.[Cl-].[NH4+], predict the reaction product. The product is: [C:12]1([C:9]2[N:10]=[CH:11][C:6]([C:4](=[O:5])[CH3:19])=[CH:7][N:8]=2)[CH:13]=[CH:14][CH:15]=[CH:16][CH:17]=1.